The task is: Predict which catalyst facilitates the given reaction.. This data is from Catalyst prediction with 721,799 reactions and 888 catalyst types from USPTO. (1) Reactant: [N+](C1C=CC(C(O[CH:11]2[CH:16]([C:17]3[CH:22]=[CH:21][C:20]([F:23])=[CH:19][C:18]=3[CH3:24])[CH:15]([CH2:25][O:26][CH2:27][C:28]3[CH:33]=[CH:32][CH:31]=[CH:30][CH:29]=3)[CH:14]([CH2:34][O:35][C:36](=[O:46])[C:37]3[CH:42]=[CH:41][C:40]([N+:43]([O-:45])=[O:44])=[CH:39][CH:38]=3)[CH2:13][O:12]2)=O)=CC=1)([O-])=O.[F:49][C:50]([F:65])([F:64])[C:51]1[CH:52]=[C:53]([C@H:61]([OH:63])[CH3:62])[CH:54]=[C:55]([C:57]([F:60])([F:59])[F:58])[CH:56]=1.B(F)(F)F.CCOCC. Product: [N+:43]([C:40]1[CH:41]=[CH:42][C:37]([C:36]([O:35][CH2:34][C@@H:14]2[C@@H:15]([CH2:25][O:26][CH2:27][C:28]3[CH:33]=[CH:32][CH:31]=[CH:30][CH:29]=3)[C@H:16]([C:17]3[CH:22]=[CH:21][C:20]([F:23])=[CH:19][C:18]=3[CH3:24])[C@@H:11]([O:63][C@@H:61]([C:53]3[CH:52]=[C:51]([C:50]([F:64])([F:65])[F:49])[CH:56]=[C:55]([C:57]([F:58])([F:59])[F:60])[CH:54]=3)[CH3:62])[O:12][CH2:13]2)=[O:46])=[CH:38][CH:39]=1)([O-:45])=[O:44]. The catalyst class is: 2. (2) Reactant: [Cl:1][C:2]1[CH:3]=[CH:4][C:5]([N:14]2[CH:18]=[N:17][N:16]=[N:15]2)=[C:6]([CH:13]=1)[C:7](N(OC)C)=[O:8].[H-].[H-].[H-].[H-].[Li+].[Al+3].O. Product: [Cl:1][C:2]1[CH:3]=[CH:4][C:5]([N:14]2[CH:18]=[N:17][N:16]=[N:15]2)=[C:6]([CH:13]=1)[CH:7]=[O:8]. The catalyst class is: 1. (3) Reactant: [NH2:1][CH2:2][C:3]1[N:12]=[C:11]([N:13]([C:15]2[CH:20]=[CH:19][C:18]([O:21][CH3:22])=[CH:17][CH:16]=2)[CH3:14])[C:10]2[C:5](=[CH:6][CH:7]=[CH:8][CH:9]=2)[N:4]=1.CN(C)C1C2C(=CC=CC=2N(C)C)C=CC=1.Cl[C:40]([O:42][CH:43]([Cl:45])[CH3:44])=[O:41].ClC([O-])=O. Product: [Cl:45][CH:43]([O:42][C:40](=[O:41])[NH:1][CH2:2][C:3]1[N:12]=[C:11]([N:13]([C:15]2[CH:16]=[CH:17][C:18]([O:21][CH3:22])=[CH:19][CH:20]=2)[CH3:14])[C:10]2[C:5](=[CH:6][CH:7]=[CH:8][CH:9]=2)[N:4]=1)[CH3:44]. The catalyst class is: 2. (4) Product: [Br:8][C:14]1[C:13]([CH3:16])=[CH:12][C:11]([O:17][CH3:18])=[C:10]([CH3:9])[CH:15]=1. The catalyst class is: 3. Reactant: C1C(=O)N([Br:8])C(=O)C1.[CH3:9][C:10]1[CH:15]=[CH:14][C:13]([CH3:16])=[CH:12][C:11]=1[O:17][CH3:18].O.CCCCCCC. (5) Reactant: [Cl:1][C:2]1[C:3]([C:27]2[S:31][C:30]([C:32]3([NH2:36])[CH2:35][CH2:34][CH2:33]3)=[N:29][CH:28]=2)=[C:4]2[CH:10]=[C:9]([C:11]3[CH:12]=[N:13][N:14]([CH3:16])[CH:15]=3)[N:8]([S:17]([C:20]3[CH:26]=[CH:25][C:23]([CH3:24])=[CH:22][CH:21]=3)(=[O:19])=[O:18])[C:5]2=[N:6][CH:7]=1.C[Si]([N:41]=[C:42]=[O:43])(C)C. Product: [Cl:1][C:2]1[C:3]([C:27]2[S:31][C:30]([C:32]3([NH:36][C:42]([NH2:41])=[O:43])[CH2:33][CH2:34][CH2:35]3)=[N:29][CH:28]=2)=[C:4]2[CH:10]=[C:9]([C:11]3[CH:12]=[N:13][N:14]([CH3:16])[CH:15]=3)[N:8]([S:17]([C:20]3[CH:26]=[CH:25][C:23]([CH3:24])=[CH:22][CH:21]=3)(=[O:19])=[O:18])[C:5]2=[N:6][CH:7]=1. The catalyst class is: 30. (6) Reactant: Cl[C:2]1[CH:18]=[CH:17][C:5]([CH2:6][CH2:7][N:8]2[C:13](=[O:14])[NH:12][C:11](=[O:15])[C:10]([OH:16])=[N:9]2)=[CH:4][CH:3]=1. Product: [OH:16][C:10]1[C:11](=[O:15])[NH:12][C:13](=[O:14])[N:8]([CH2:7][C:6]2[C:5]3[C:4](=[CH:3][CH:2]=[CH:18][CH:17]=3)[C:3]([CH3:4])=[CH:2][CH:18]=2)[N:9]=1. The catalyst class is: 5. (7) Reactant: [O:1]=[C:2]1[N:10]([CH2:11][CH2:12][CH3:13])[C:9]([C:14]#[N:15])=[N:8][C:7]2[N:6]=[C:5]([C:16]3[CH:17]=[N:18][N:19]([CH2:21][C:22]4[CH:27]=[CH:26][CH:25]=[C:24]([C:28]([F:31])([F:30])[F:29])[CH:23]=4)[CH:20]=3)[NH:4][C:3]1=2.[OH-].[Na+].C([OH:36])C.O. Product: [O:1]=[C:2]1[N:10]([CH2:11][CH2:12][CH3:13])[C:9]([C:14]([NH2:15])=[O:36])=[N:8][C:7]2[N:6]=[C:5]([C:16]3[CH:17]=[N:18][N:19]([CH2:21][C:22]4[CH:27]=[CH:26][CH:25]=[C:24]([C:28]([F:31])([F:30])[F:29])[CH:23]=4)[CH:20]=3)[NH:4][C:3]1=2. The catalyst class is: 2. (8) Reactant: C(OC(=O)[CH:10]([C:22]#[N:23])[C:11]1[CH:16]=[C:15]([CH3:17])[C:14]([F:18])=[CH:13][C:12]=1[N+]([O-])=O)C1C=CC=CC=1.C(O)(=O)C.O.[H][H]. Product: [F:18][C:14]1[CH:13]=[C:12]2[C:11]([CH:10]=[CH:22][NH:23]2)=[CH:16][C:15]=1[CH3:17]. The catalyst class is: 178.